From a dataset of Full USPTO retrosynthesis dataset with 1.9M reactions from patents (1976-2016). Predict the reactants needed to synthesize the given product. (1) Given the product [Cl:1][C:2]1[C:7]([C:8]2[CH:13]=[CH:12][CH:11]=[CH:10][CH:9]=2)=[N:6][N:5]=[C:4]2[N:14]([CH2:25][CH2:24][S:21]([CH3:20])(=[O:23])=[O:22])[N:15]=[C:16]([CH:17]3[CH2:19][CH2:18]3)[C:3]=12, predict the reactants needed to synthesize it. The reactants are: [Cl:1][C:2]1[C:7]([C:8]2[CH:13]=[CH:12][CH:11]=[CH:10][CH:9]=2)=[N:6][N:5]=[C:4]2[NH:14][N:15]=[C:16]([CH:17]3[CH2:19][CH2:18]3)[C:3]=12.[CH3:20][S:21]([CH2:24][CH2:25]O)(=[O:23])=[O:22]. (2) Given the product [OH:12][CH2:11][C:9]([C@H:7]([C@@H:5]([C:3]([CH2:2][OH:1])=[O:4])[OH:6])[OH:8])=[O:10].[OH:13][OH:14], predict the reactants needed to synthesize it. The reactants are: [OH:1][CH2:2][C:3]([C@H:5]([C@@H:7]([C@H:9]([CH2:11][OH:12])[OH:10])[OH:8])[OH:6])=[O:4].[O:13]=[O:14]. (3) The reactants are: [C:1]([CH2:3][CH2:4][CH2:5][CH2:6][CH2:7][B:8]([O:14]CCCC)[O:9]CCCC)#[N:2].[OH-].[K+].S(=O)(=O)(O)[OH:22]. Given the product [NH2:2][C:1]([CH2:3][CH2:4][CH2:5][CH2:6][CH2:7][B:8]([OH:14])[OH:9])=[O:22], predict the reactants needed to synthesize it. (4) Given the product [NH:7]([C:11]([NH:18][C:21]1[CH:29]=[CH:28][C:24]([C:25]2[C:66]3[C:67](=[O:68])[N:30]4[C@H:32]([C:31]=3[N:36]=[C:37]([CH2:44][CH2:45][C:46]3[CH:47]=[CH:48][C:49]([C:52]([F:53])([F:54])[F:55])=[CH:50][CH:51]=3)[C:38]=2[C:39]([O:41][CH2:42][CH3:43])=[O:40])[CH2:33][CH2:34][CH2:35]4)=[CH:23][CH:22]=1)=[O:13])[C:6]1[CH:4]=[CH:3][CH:8]=[CH:9][CH:10]=1, predict the reactants needed to synthesize it. The reactants are: O=C[CH2:3][C:4]([CH:6]1[CH2:10][CH2:9][CH2:8][N:7]1[C:11]([O:13]C(C)(C)C)=O)=O.[N+:18]([C:21]1[CH:29]=[CH:28][C:24]([C:25](O)=O)=[CH:23][CH:22]=1)([O-])=O.[NH:30]1[CH2:35][CH2:34][CH2:33][CH2:32][CH2:31]1.[NH2:36]/[C:37](/[CH2:44][CH2:45][C:46]1[CH:51]=[CH:50][C:49]([C:52]([F:55])([F:54])[F:53])=[CH:48][CH:47]=1)=[CH:38]\[C:39]([O:41][CH2:42][CH3:43])=[O:40].C(OC)(OC)OC.C(C1C(=O)C(Cl)=C(Cl)[C:67](=[O:68])[C:66]=1C#N)#N.